Dataset: Reaction yield outcomes from USPTO patents with 853,638 reactions. Task: Predict the reaction yield, written as a fraction of the theoretical maximum amount of product (1.0 means a 100% yield; for example, 0.34 means a 34% yield). (1) The reactants are [F:1][C:2]1[CH:3]=[C:4]([Mg]Br)[CH:5]=[CH:6][CH:7]=1.Br[C:11]1[CH:16]=[CH:15][C:14]([CH:17]([OH:22])[C:18]([F:21])([F:20])[F:19])=[CH:13][CH:12]=1.C(O)(C(F)(F)F)=O. The catalyst is C1COCC1.C1C=CC([P]([Pd]([P](C2C=CC=CC=2)(C2C=CC=CC=2)C2C=CC=CC=2)([P](C2C=CC=CC=2)(C2C=CC=CC=2)C2C=CC=CC=2)[P](C2C=CC=CC=2)(C2C=CC=CC=2)C2C=CC=CC=2)(C2C=CC=CC=2)C2C=CC=CC=2)=CC=1. The product is [F:19][C:18]([F:20])([F:21])[CH:17]([C:14]1[CH:15]=[CH:16][C:11]([C:4]2[CH:5]=[CH:6][CH:7]=[C:2]([F:1])[CH:3]=2)=[CH:12][CH:13]=1)[OH:22]. The yield is 0.940. (2) The reactants are [Br:1][C:2]1[N:3]=[C:4]2[C:10]([C:11]([O:13][CH3:14])=[O:12])=[CH:9][NH:8][C:5]2=[N:6][CH:7]=1.C([O-])([O-])=O.[K+].[K+].[C:21]([O:27][CH2:28]Cl)(=[O:26])[C:22]([CH3:25])([CH3:24])[CH3:23].O. The catalyst is CN(C=O)C. The product is [Br:1][C:2]1[N:3]=[C:4]2[C:10]([C:11]([O:13][CH3:14])=[O:12])=[CH:9][N:8]([CH2:28][O:27][C:21](=[O:26])[C:22]([CH3:25])([CH3:24])[CH3:23])[C:5]2=[N:6][CH:7]=1. The yield is 0.795. (3) The reactants are [C:1]([OH:7])(=[O:6])[CH2:2][C:3]([OH:5])=[O:4].[Cl:8][C:9]1[CH:14]=[C:13]([Cl:15])[CH:12]=[C:11]([Cl:16])[C:10]=1O.P(Cl)(Cl)(Cl)=O. No catalyst specified. The product is [Cl:8][C:9]1[CH:14]=[C:13]([Cl:15])[CH:12]=[C:11]([Cl:16])[C:10]=1[O:4][C:3](=[O:5])[CH2:2][C:1]([O:7][C:10]1[C:9]([Cl:8])=[CH:14][C:13]([Cl:15])=[CH:12][C:11]=1[Cl:16])=[O:6]. The yield is 0.950. (4) The reactants are [CH3:1][O:2][C:3]1[C:4]2[C:15]([C:16]3[CH:21]=[CH:20][CH:19]=[CH:18][CH:17]=3)=[C:14]([C:22]3[CH:27]=[CH:26][C:25]([C:28]4([NH:32][C:33](=[O:39])[O:34][C:35]([CH3:38])([CH3:37])[CH3:36])[CH2:31][CH2:30][CH2:29]4)=[CH:24][CH:23]=3)[O:13][C:5]=2[N:6]=[C:7](S(C)(=O)=O)[N:8]=1.[NH:40]1[CH2:43][CH:42]([CH2:44][NH:45][C:46](=[O:52])[O:47][C:48]([CH3:51])([CH3:50])[CH3:49])[CH2:41]1. The catalyst is C1(C)C=CC=CC=1. The product is [C:35]([O:34][C:33](=[O:39])[NH:32][C:28]1([C:25]2[CH:26]=[CH:27][C:22]([C:14]3[O:13][C:5]4[N:6]=[C:7]([N:40]5[CH2:43][CH:42]([CH2:44][NH:45][C:46]([O:47][C:48]([CH3:51])([CH3:50])[CH3:49])=[O:52])[CH2:41]5)[N:8]=[C:3]([O:2][CH3:1])[C:4]=4[C:15]=3[C:16]3[CH:21]=[CH:20][CH:19]=[CH:18][CH:17]=3)=[CH:23][CH:24]=2)[CH2:31][CH2:30][CH2:29]1)([CH3:38])([CH3:37])[CH3:36]. The yield is 0.800. (5) The reactants are [CH:1]([N:4]1[CH2:9][CH2:8][CH:7]([O:10][C:11]2[CH:16]=[CH:15][C:14]([C:17]3([C:23](=[S:25])[NH2:24])[CH2:22][CH2:21][O:20][CH2:19][CH2:18]3)=[CH:13][CH:12]=2)[CH2:6][CH2:5]1)([CH3:3])[CH3:2].[CH2:26](OC(OCC)CBr)[CH3:27]. No catalyst specified. The product is [CH:1]([N:4]1[CH2:9][CH2:8][CH:7]([O:10][C:11]2[CH:16]=[CH:15][C:14]([C:17]3([C:23]4[S:25][CH:26]=[CH:27][N:24]=4)[CH2:22][CH2:21][O:20][CH2:19][CH2:18]3)=[CH:13][CH:12]=2)[CH2:6][CH2:5]1)([CH3:3])[CH3:2]. The yield is 0.740.